Dataset: Catalyst prediction with 721,799 reactions and 888 catalyst types from USPTO. Task: Predict which catalyst facilitates the given reaction. Reactant: [Cl:1][C:2]1[CH:3]=[C:4]([CH2:9][CH2:10][C:11]([OH:13])=O)[CH:5]=[CH:6][C:7]=1[Cl:8].O.O[N:16]1C2C=CC=CC=2N=N1.Cl.CN(C)CCCN=C=NCC.[CH3:37][C:38]1([C:44]2[CH:45]=[C:46]([NH:50][S:51]([CH3:54])(=[O:53])=[O:52])[CH:47]=[CH:48][CH:49]=2)[CH:43]2[CH:39]1[CH2:40][NH:41][CH2:42]2.C(N(CC)CC)C. Product: [NH3:16].[Cl:1][C:2]1[CH:3]=[C:4]([CH2:9][CH2:10][C:11]([N:41]2[CH2:42][CH:43]3[CH:39]([C:38]3([C:44]3[CH:45]=[C:46]([NH:50][S:51]([CH3:54])(=[O:53])=[O:52])[CH:47]=[CH:48][CH:49]=3)[CH3:37])[CH2:40]2)=[O:13])[CH:5]=[CH:6][C:7]=1[Cl:8]. The catalyst class is: 9.